Task: Predict which catalyst facilitates the given reaction.. Dataset: Catalyst prediction with 721,799 reactions and 888 catalyst types from USPTO (1) Reactant: [C:1]([O:5][C:6]([N:8]1[CH2:13][CH2:12][C:11]([F:21])([C:14]2[S:15][C:16]([CH2:19]O)=[CH:17][N:18]=2)[CH2:10][CH2:9]1)=[O:7])([CH3:4])([CH3:3])[CH3:2].N1C=CC=CC=1.CS([Cl:32])(=O)=O. Product: [C:1]([O:5][C:6]([N:8]1[CH2:13][CH2:12][C:11]([C:14]2[S:15][C:16]([CH2:19][Cl:32])=[CH:17][N:18]=2)([F:21])[CH2:10][CH2:9]1)=[O:7])([CH3:4])([CH3:3])[CH3:2]. The catalyst class is: 2. (2) Reactant: [CH3:1][C:2]([O:14][Si](C)(C)C)([CH3:13])[C:3]#[C:4][C:5]([C:7]1[CH:12]=[CH:11][N:10]=[CH:9][CH:8]=1)=[O:6].CC1C=CC(S(O)(=O)=O)=CC=1. Product: [OH:14][C:2]([CH3:13])([CH3:1])[C:3]#[C:4][C:5]([C:7]1[CH:8]=[CH:9][N:10]=[CH:11][CH:12]=1)=[O:6]. The catalyst class is: 34.